Dataset: Forward reaction prediction with 1.9M reactions from USPTO patents (1976-2016). Task: Predict the product of the given reaction. (1) Given the reactants FC(F)(F)S(O[C:7]1[C:8](=[O:20])[N:9]2[C:13](=[C:14]([C:16](=[O:19])CC)[CH:15]=1)[CH2:12][CH2:11][CH2:10]2)(=O)=O.[F:23][C:24]1[CH:29]=[CH:28][CH:27]=[CH:26][C:25]=1B(O)O.C([O-])([O-])=[O:34].[Na+].[Na+], predict the reaction product. The product is: [F:23][C:24]1[CH:29]=[CH:28][CH:27]=[CH:26][C:25]=1[C:7]1[C:8](=[O:20])[N:9]2[C:13](=[C:14]([C:16]([OH:19])=[O:34])[CH:15]=1)[CH2:12][CH2:11][CH2:10]2. (2) Given the reactants Cl[C:2]1[C:11]([CH3:12])=[C:10]([Cl:13])[C:9]2[C:4](=[CH:5][C:6]([F:15])=[CH:7][C:8]=2[F:14])[N:3]=1.[CH3:16][O:17][C:18]1[CH:23]=[CH:22][CH:21]=[C:20]([Sn](CCCC)(CCCC)CCCC)[N:19]=1, predict the reaction product. The product is: [Cl:13][C:10]1[C:9]2[C:4](=[CH:5][C:6]([F:15])=[CH:7][C:8]=2[F:14])[N:3]=[C:2]([C:20]2[CH:21]=[CH:22][CH:23]=[C:18]([O:17][CH3:16])[N:19]=2)[C:11]=1[CH3:12]. (3) Given the reactants [CH3:1][O:2][C:3](=[O:16])[CH2:4][CH2:5][NH:6][C:7](=[O:15])[C:8]1[CH:13]=[CH:12][C:11]([OH:14])=[CH:10][CH:9]=1.[F:17][C:18]([F:38])([F:37])[C:19]1[CH:20]=[CH:21][C:22]([C:25]2[CH:30]=[CH:29][C:28]([CH:31](O)[CH2:32][CH2:33][CH2:34][CH3:35])=[CH:27][CH:26]=2)=[N:23][CH:24]=1.C(P(CCCC)CCCC)CCC.N(C(N1CCCCC1)=O)=NC(N1CCCCC1)=O, predict the reaction product. The product is: [CH3:1][O:2][C:3](=[O:16])[CH2:4][CH2:5][NH:6][C:7](=[O:15])[C:8]1[CH:9]=[CH:10][C:11]([O:14][CH:31]([C:28]2[CH:27]=[CH:26][C:25]([C:22]3[CH:21]=[CH:20][C:19]([C:18]([F:38])([F:17])[F:37])=[CH:24][N:23]=3)=[CH:30][CH:29]=2)[CH2:32][CH2:33][CH2:34][CH3:35])=[CH:12][CH:13]=1.